Dataset: Full USPTO retrosynthesis dataset with 1.9M reactions from patents (1976-2016). Task: Predict the reactants needed to synthesize the given product. (1) Given the product [NH2:45][C:43]([C@@H:37]1[C@@H:38]2[CH2:42][C@@H:41]([CH:40]=[CH:39]2)[C@@H:36]1[NH:35][C:16]([C@@H:9]1[CH2:10][C:11](=[N:13][O:14][CH3:15])[CH2:12][N:8]1[S:25]([C:22]1[CH:23]=[CH:24][C:19]([C:29]2[CH:34]=[CH:33][CH:32]=[CH:31][CH:30]=2)=[CH:20][CH:21]=1)(=[O:27])=[O:26])=[O:18])=[O:44], predict the reactants needed to synthesize it. The reactants are: C(OC([N:8]1[CH2:12][C:11](=[N:13][O:14][CH3:15])[CH2:10][C@H:9]1[C:16]([OH:18])=O)=O)(C)(C)C.[C:19]1([C:29]2[CH:34]=[CH:33][CH:32]=[CH:31][CH:30]=2)[CH:24]=[CH:23][C:22]([S:25](Cl)(=[O:27])=[O:26])=[CH:21][CH:20]=1.[NH2:35][C@H:36]1[C@H:41]2[CH2:42][C@H:38]([CH:39]=[CH:40]2)[C@H:37]1[C:43]([NH2:45])=[O:44]. (2) Given the product [Cl:8][C:4]1[CH:3]=[C:2]([C:12](=[O:24])[CH2:13][CH2:14][N:15]([CH3:23])[C:16](=[O:22])[O:17][C:18]([CH3:19])([CH3:20])[CH3:21])[CH:7]=[CH:6][CH:5]=1, predict the reactants needed to synthesize it. The reactants are: Br[C:2]1[CH:7]=[CH:6][CH:5]=[C:4]([Cl:8])[CH:3]=1.CON(C)[C:12](=[O:24])[CH2:13][CH2:14][N:15]([CH3:23])[C:16](=[O:22])[O:17][C:18]([CH3:21])([CH3:20])[CH3:19].